This data is from Forward reaction prediction with 1.9M reactions from USPTO patents (1976-2016). The task is: Predict the product of the given reaction. Given the reactants [Cl:1][C:2]1[CH:15]=[CH:14][C:5]2[C:6]([CH2:12][CH3:13])=[N:7][NH:8][S:9](=[O:11])(=[O:10])[C:4]=2[C:3]=1[Cl:16].[CH2:17](I)[CH3:18], predict the reaction product. The product is: [CH2:17]([N:8]1[N:7]=[C:6]([CH2:12][CH3:13])[C:5]2[CH:14]=[CH:15][C:2]([Cl:1])=[C:3]([Cl:16])[C:4]=2[S:9]1(=[O:11])=[O:10])[CH3:18].